From a dataset of Forward reaction prediction with 1.9M reactions from USPTO patents (1976-2016). Predict the product of the given reaction. (1) Given the reactants C([O:3][C:4](=[O:21])[CH2:5][C:6]([NH:8][C:9]1[CH:10]=[N:11][C:12]([C:15]2[CH:20]=[CH:19][CH:18]=[CH:17][CH:16]=2)=[CH:13][CH:14]=1)=[O:7])C.CO.C1COCC1.O[Li].O, predict the reaction product. The product is: [C:15]1([C:12]2[N:11]=[CH:10][C:9]([NH:8][C:6](=[O:7])[CH2:5][C:4]([OH:21])=[O:3])=[CH:14][CH:13]=2)[CH:16]=[CH:17][CH:18]=[CH:19][CH:20]=1. (2) Given the reactants N[C:2]1[C:3]([C:8]([OH:10])=[O:9])=[N:4][CH:5]=[CH:6][N:7]=1.[N:11]([O-:13])=[O:12].[Na+].[OH:15][S:16](O)(=[O:18])=[O:17], predict the reaction product. The product is: [N+:11]([S:16]([OH:18])(=[O:17])=[O:15])([O-:13])=[O:12].[O:12]=[C:2]1[NH:7][CH:6]=[CH:5][N:4]=[C:3]1[C:8]([OH:10])=[O:9]. (3) The product is: [Cl:1][C:2]1[N:3]=[N:4][C:5]([C:8]2[CH:9]=[N:10][NH:11][CH:12]=2)=[CH:6][CH:7]=1. Given the reactants [Cl:1][C:2]1[N:3]=[N:4][C:5]([C:8]2[CH:9]=[N:10][N:11](C(C3C=CC=CC=3)(C3C=CC=CC=3)C3C=CC=CC=3)[CH:12]=2)=[CH:6][CH:7]=1.Cl, predict the reaction product. (4) Given the reactants [C@H:1]12[CH2:7][C@H:4]([NH:5][CH2:6]1)[CH2:3][N:2]2[C:8]([O:10][C:11]([CH3:14])([CH3:13])[CH3:12])=[O:9].[Cl:15][C:16]1[CH:21]=[CH:20][C:19](I)=[CH:18][N:17]=1.C1C=CC(P(C2C(C3C(P(C4C=CC=CC=4)C4C=CC=CC=4)=CC=C4C=3C=CC=C4)=C3C(C=CC=C3)=CC=2)C2C=CC=CC=2)=CC=1.CC(C)([O-])C.[Na+], predict the reaction product. The product is: [Cl:15][C:16]1[N:17]=[CH:18][C:19]([N:5]2[CH2:6][C@@H:1]3[CH2:7][C@H:4]2[CH2:3][N:2]3[C:8]([O:10][C:11]([CH3:14])([CH3:13])[CH3:12])=[O:9])=[CH:20][CH:21]=1.